From a dataset of Full USPTO retrosynthesis dataset with 1.9M reactions from patents (1976-2016). Predict the reactants needed to synthesize the given product. (1) Given the product [C:11]1([N:10]=[C:9]([C:3]2[CH:4]=[CH:5][CH:6]=[C:7]([Cl:8])[C:2]=2[Cl:1])[C:18]#[N:19])[CH:16]=[CH:15][CH:14]=[CH:13][CH:12]=1, predict the reactants needed to synthesize it. The reactants are: [Cl:1][C:2]1[C:7]([Cl:8])=[CH:6][CH:5]=[CH:4][C:3]=1[CH:9]=[N+:10]([O-])[C:11]1[CH:16]=[CH:15][CH:14]=[CH:13][CH:12]=1.[C-:18]#[N:19].[Na+]. (2) Given the product [NH2:11][C@H:12]1[C:13]([CH2:27][CH3:28])([CH2:25][CH3:26])[C:14]2[CH:15]=[C:16]([OH:24])[CH:17]=[CH:18][C:19]=2[CH2:20][C@@H:21]1[O:22][CH3:23], predict the reactants needed to synthesize it. The reactants are: C1([C@H](OC(=O)[NH:11][C@@H:12]2[C@@H:21]([O:22][CH3:23])[CH2:20][C:19]3[C:14](=[CH:15][C:16]([OH:24])=[CH:17][CH:18]=3)[C:13]2([CH2:27][CH3:28])[CH2:25][CH3:26])C)C=CC=CC=1.Cl.O1CCOCC1. (3) Given the product [C:1]([O:5][C:6]([N:8]1[CH2:13][CH2:12][CH:11]([NH:21][C:20]2[CH:22]=[CH:23][C:17]([C:16]([F:15])([F:24])[F:25])=[CH:18][CH:19]=2)[CH2:10][CH2:9]1)=[O:7])([CH3:4])([CH3:3])[CH3:2], predict the reactants needed to synthesize it. The reactants are: [C:1]([O:5][C:6]([N:8]1[CH2:13][CH2:12][C:11](=O)[CH2:10][CH2:9]1)=[O:7])([CH3:4])([CH3:3])[CH3:2].[F:15][C:16]([F:25])([F:24])[C:17]1[CH:23]=[CH:22][C:20]([NH2:21])=[CH:19][CH:18]=1. (4) The reactants are: [CH3:1][O:2][C:3]1[CH:4]=[C:5]([CH:9]=[CH:10][CH2:11][CH2:12][CH2:13][CH2:14][C:15]([OH:17])=[O:16])[CH:6]=[CH:7][CH:8]=1. Given the product [CH3:1][O:2][C:3]1[CH:4]=[C:5]([CH2:9][CH2:10][CH2:11][CH2:12][CH2:13][CH2:14][C:15]([OH:17])=[O:16])[CH:6]=[CH:7][CH:8]=1, predict the reactants needed to synthesize it. (5) The reactants are: [N+:1]([C:4]1[CH:9]=[CH:8][C:7]([CH2:10][N:11]2[N:15]=[CH:14][CH:13]=[N:12]2)=[CH:6][CH:5]=1)([O-])=O. Given the product [N:12]1[N:11]([CH2:10][C:7]2[CH:8]=[CH:9][C:4]([NH2:1])=[CH:5][CH:6]=2)[N:15]=[CH:14][CH:13]=1, predict the reactants needed to synthesize it. (6) Given the product [C:22]1([C:29]2[CH:30]=[CH:31][CH:32]=[CH:33][CH:34]=2)[CH:27]=[CH:26][CH:25]=[C:24]([O:28][C:3]2[C:2]([Br:1])=[C:7]([O:38][C:35]3[CH:20]=[C:15]([C:4]4[CH:3]=[CH:2][CH:7]=[CH:6][CH:5]=4)[CH:16]=[CH:17][CH:18]=3)[C:6]([C:9]3[CH:14]=[CH:13][CH:12]=[CH:11][CH:10]=3)=[CH:5][C:4]=2[C:15]2[CH:20]=[CH:19][CH:18]=[CH:17][CH:16]=2)[CH:23]=1, predict the reactants needed to synthesize it. The reactants are: [Br:1][C:2]1[C:3](F)=[C:4]([C:15]2[CH:20]=[CH:19][CH:18]=[CH:17][CH:16]=2)[CH:5]=[C:6]([C:9]2[CH:14]=[CH:13][CH:12]=[CH:11][CH:10]=2)[C:7]=1F.[C:22]1([C:29]2[CH:34]=[CH:33][CH:32]=[CH:31][CH:30]=2)[CH:27]=[CH:26][CH:25]=[C:24]([OH:28])[CH:23]=1.[C:35](=[O:38])([O-])[O-].[K+].[K+]. (7) Given the product [OH:8][N:9]1[C:13](=[O:14])[CH2:12][C@H:11]([NH:15][S:16]([C:19]2[CH:20]=[CH:21][C:22]([C:25]3[CH:30]=[CH:29][CH:28]=[CH:27][CH:26]=3)=[CH:23][CH:24]=2)(=[O:18])=[O:17])[C:10]1=[O:31], predict the reactants needed to synthesize it. The reactants are: C([O:8][N:9]1[C:13](=[O:14])[CH2:12][C@@H:11]([NH:15][S:16]([C:19]2[CH:24]=[CH:23][C:22]([C:25]3[CH:30]=[CH:29][CH:28]=[CH:27][CH:26]=3)=[CH:21][CH:20]=2)(=[O:18])=[O:17])[C:10]1=[O:31])C1C=CC=CC=1. (8) Given the product [CH3:15][N:8]1[C:9]2[C:5](=[C:4]([N+:1]([O-:3])=[O:2])[CH:12]=[CH:11][CH:10]=2)[CH:6]=[CH:7]1, predict the reactants needed to synthesize it. The reactants are: [N+:1]([C:4]1[CH:12]=[CH:11][CH:10]=[C:9]2[C:5]=1[CH:6]=[CH:7][NH:8]2)([O-:3])=[O:2].[H-].[Na+].[CH3:15]I.O. (9) Given the product [Cl:15][C:16]1[CH:21]=[CH:20][C:19]([CH2:22][CH2:23][NH:24][C:3]2[NH:4][C:5](=[O:14])[C:6]([C:9]([O:11][CH2:12][CH3:13])=[O:10])=[CH:7][N:8]=2)=[CH:18][CH:17]=1, predict the reactants needed to synthesize it. The reactants are: CS[C:3]1[NH:4][C:5](=[O:14])[C:6]([C:9]([O:11][CH2:12][CH3:13])=[O:10])=[CH:7][N:8]=1.[Cl:15][C:16]1[CH:21]=[CH:20][C:19]([CH2:22][CH2:23][NH2:24])=[CH:18][CH:17]=1.